This data is from Reaction yield outcomes from USPTO patents with 853,638 reactions. The task is: Predict the reaction yield, written as a fraction of the theoretical maximum amount of product (1.0 means a 100% yield; for example, 0.34 means a 34% yield). (1) The reactants are [ClH:1].[CH2:2]([C:5]1[N:6]=[C:7]([NH2:10])[NH:8][CH:9]=1)[C:3]#[CH:4].[N:11]([CH2:14][C:15]1[NH:19][C:18]2[CH:20]=[C:21]([CH3:25])[C:22]([CH3:24])=[CH:23][C:17]=2[N:16]=1)=[N+:12]=[N-:13]. No catalyst specified. The product is [ClH:1].[ClH:1].[CH3:24][C:22]1[C:21]([CH3:25])=[CH:20][C:18]2[NH:19][C:15]([CH2:14][N:11]3[CH:4]=[C:3]([CH2:2][C:5]4[N:6]=[C:7]([NH2:10])[NH:8][CH:9]=4)[N:13]=[N:12]3)=[N:16][C:17]=2[CH:23]=1. The yield is 0.250. (2) The reactants are C(N(CC)CC)C.Cl.[NH2:9][C@@H:10]1[CH2:15][CH2:14][C@H:13]([C:16]([O:18][CH3:19])=[O:17])[CH2:12][CH2:11]1.[CH3:20][C:21]([S:24](Cl)=[O:25])([CH3:23])[CH3:22].Cl. The catalyst is C(OCC)(=O)C. The product is [CH3:20][C:21]([S:24]([NH:9][C@@H:10]1[CH2:11][CH2:12][C@H:13]([C:16]([O:18][CH3:19])=[O:17])[CH2:14][CH2:15]1)=[O:25])([CH3:23])[CH3:22]. The yield is 1.09.